Dataset: Forward reaction prediction with 1.9M reactions from USPTO patents (1976-2016). Task: Predict the product of the given reaction. Given the reactants C(=O)([O-])[O-].[K+].[K+].Cl[C:8]1[CH:9]=[C:10]([C:26]([F:29])=[CH:27][N:28]=1)[C:11]([NH:13][C:14]1[CH:15]=[N:16][CH:17]=[CH:18][C:19]=1[C:20]1[CH:25]=[CH:24][CH:23]=[CH:22][CH:21]=1)=[O:12].[F:30][C:31]([F:40])([F:39])[C:32]1[CH:33]=[CH:34][C:35]([NH2:38])=[N:36][CH:37]=1.C1(P(C2CCCCC2)C2C(OC)=CC=C(OC)C=2C2C(C(C)C)=CC(C(C)C)=CC=2C(C)C)CCCCC1, predict the reaction product. The product is: [F:29][C:26]1[C:10]([C:11]([NH:13][C:14]2[CH:15]=[N:16][CH:17]=[CH:18][C:19]=2[C:20]2[CH:25]=[CH:24][CH:23]=[CH:22][CH:21]=2)=[O:12])=[CH:9][C:8]([NH:38][C:35]2[CH:34]=[CH:33][C:32]([C:31]([F:39])([F:30])[F:40])=[CH:37][N:36]=2)=[N:28][CH:27]=1.